Task: Predict the reaction yield, written as a fraction of the theoretical maximum amount of product (1.0 means a 100% yield; for example, 0.34 means a 34% yield).. Dataset: Reaction yield outcomes from USPTO patents with 853,638 reactions (1) The reactants are [NH2:1][C:2]1[CH:10]=[CH:9][CH:8]=[C:7]2[C:3]=1[C:4](=[O:20])[N:5]([CH:12]1[CH2:17][CH2:16][C:15](=[O:18])[NH:14][C:13]1=[O:19])[C:6]2=[O:11].[CH3:21][C:22]1[CH:30]=[CH:29][C:25]([C:26](Cl)=[O:27])=[CH:24][CH:23]=1.CO. The catalyst is C1COCC1. The product is [O:19]=[C:13]1[CH:12]([N:5]2[C:4](=[O:20])[C:3]3[C:7](=[CH:8][CH:9]=[CH:10][C:2]=3[NH:1][C:26](=[O:27])[C:25]3[CH:29]=[CH:30][C:22]([CH3:21])=[CH:23][CH:24]=3)[C:6]2=[O:11])[CH2:17][CH2:16][C:15](=[O:18])[NH:14]1. The yield is 0.830. (2) The catalyst is CN(C=O)C. The reactants are Cl[C:2]1[CH:12]=[CH:11][C:5]([C:6]([O:8][CH2:9][CH3:10])=[O:7])=[CH:4][N:3]=1.[CH2:13]1[C:17]2[CH2:18][NH:19][CH2:20][C:16]=2[CH2:15][N:14]1[C:21]([O:23][C:24]([CH3:27])([CH3:26])[CH3:25])=[O:22].C(=O)([O-])[O-].[Cs+].[Cs+]. The product is [CH2:9]([O:8][C:6]([C:5]1[CH:11]=[CH:12][C:2]([N:19]2[CH2:18][C:17]3[CH2:13][N:14]([C:21]([O:23][C:24]([CH3:27])([CH3:26])[CH3:25])=[O:22])[CH2:15][C:16]=3[CH2:20]2)=[N:3][CH:4]=1)=[O:7])[CH3:10]. The yield is 0.720. (3) The reactants are Cl[C:2]1[C:3](=[O:29])[N:4]([CH2:14][C:15]2[CH:16]=[CH:17][C:18]([NH:21]C(=O)OC(C)(C)C)=[N:19][CH:20]=2)[C:5](=[O:13])[C:6]=1[C:7]1[CH:12]=[CH:11][CH:10]=[CH:9][CH:8]=1.[F:30][CH:31]([F:40])[O:32][C:33]1[CH:39]=[CH:38][C:36]([NH2:37])=[CH:35][CH:34]=1. The catalyst is CN(C=O)C. The product is [NH2:21][C:18]1[N:19]=[CH:20][C:15]([CH2:14][N:4]2[C:5](=[O:13])[C:6]([C:7]3[CH:8]=[CH:9][CH:10]=[CH:11][CH:12]=3)=[C:2]([NH:37][C:36]3[CH:38]=[CH:39][C:33]([O:32][CH:31]([F:30])[F:40])=[CH:34][CH:35]=3)[C:3]2=[O:29])=[CH:16][CH:17]=1. The yield is 0.540.